Dataset: Forward reaction prediction with 1.9M reactions from USPTO patents (1976-2016). Task: Predict the product of the given reaction. (1) The product is: [CH:14]12[CH2:22][CH:18]3[CH2:17][CH:16]([CH2:21][CH:20]([CH2:19]3)[NH:13]1)[CH2:15]2. Given the reactants [N+](C1C=CC=CC=1S([N:13]1[CH:20]2[CH2:21][CH:16]3[CH2:17][CH:18]([CH2:22][CH:14]1[CH2:15]3)[CH2:19]2)(=O)=O)([O-])=O.C(=O)([O-])[O-].[K+].[K+].C1(C)C=CC=CC=1.C1(S)C=CC=CC=1, predict the reaction product. (2) Given the reactants [CH2:1]([O:3][C:4](=[O:29])[C:5]1[CH:10]=[CH:9][C:8]([N:11]2[CH:15]=[C:14]([C:16]3[CH:21]=[CH:20][CH:19]=[CH:18][C:17]=3[OH:22])[C:13]([C:23]#[N:24])=[CH:12]2)=[C:7](OC)[C:6]=1[O:27]C)[CH3:2].O1CCCC1.C(O)C.Cl, predict the reaction product. The product is: [CH2:1]([O:3][C:4](=[O:29])[C:5]1[CH:10]=[CH:9][C:8]([N:11]2[CH:15]=[C:14]([C:16]3[CH:21]=[CH:20][CH:19]=[CH:18][C:17]=3[OH:22])[C:13]([C:23]#[N:24])=[CH:12]2)=[CH:7][C:6]=1[OH:27])[CH3:2]. (3) Given the reactants [N:1]1[C:6]2[CH2:7][CH2:8][S:9][C:5]=2C(O)=[N:3][C:2]=1O.O=P(Cl)(Cl)[Cl:14].O.Cl[CH2:19][Cl:20], predict the reaction product. The product is: [Cl:14][C:2]1[N:3]=[C:19]([Cl:20])[C:5]2[S:9][CH2:8][CH2:7][C:6]=2[N:1]=1.